Dataset: NCI-60 drug combinations with 297,098 pairs across 59 cell lines. Task: Regression. Given two drug SMILES strings and cell line genomic features, predict the synergy score measuring deviation from expected non-interaction effect. (1) Drug 1: CC1CCC2CC(C(=CC=CC=CC(CC(C(=O)C(C(C(=CC(C(=O)CC(OC(=O)C3CCCCN3C(=O)C(=O)C1(O2)O)C(C)CC4CCC(C(C4)OC)O)C)C)O)OC)C)C)C)OC. Drug 2: CCCCC(=O)OCC(=O)C1(CC(C2=C(C1)C(=C3C(=C2O)C(=O)C4=C(C3=O)C=CC=C4OC)O)OC5CC(C(C(O5)C)O)NC(=O)C(F)(F)F)O. Cell line: TK-10. Synergy scores: CSS=27.1, Synergy_ZIP=-2.60, Synergy_Bliss=-7.51, Synergy_Loewe=-8.99, Synergy_HSA=-8.84. (2) Drug 1: COC1=CC(=CC(=C1O)OC)C2C3C(COC3=O)C(C4=CC5=C(C=C24)OCO5)OC6C(C(C7C(O6)COC(O7)C8=CC=CS8)O)O. Drug 2: C1=C(C(=O)NC(=O)N1)N(CCCl)CCCl. Cell line: SK-MEL-2. Synergy scores: CSS=54.1, Synergy_ZIP=1.05, Synergy_Bliss=3.57, Synergy_Loewe=-14.5, Synergy_HSA=4.70. (3) Drug 1: CC=C1C(=O)NC(C(=O)OC2CC(=O)NC(C(=O)NC(CSSCCC=C2)C(=O)N1)C(C)C)C(C)C. Drug 2: C(=O)(N)NO. Cell line: A549. Synergy scores: CSS=17.7, Synergy_ZIP=4.20, Synergy_Bliss=1.23, Synergy_Loewe=-43.1, Synergy_HSA=-7.00.